From a dataset of Full USPTO retrosynthesis dataset with 1.9M reactions from patents (1976-2016). Predict the reactants needed to synthesize the given product. (1) Given the product [CH3:7][O:8][C:9]1[CH:10]=[C:11]([CH:14]=[CH:15][CH:16]=1)[CH2:12][N:1]1[CH2:5][CH2:4][CH:3]([OH:6])[CH2:2]1, predict the reactants needed to synthesize it. The reactants are: [NH:1]1[CH2:5][CH2:4][CH:3]([OH:6])[CH2:2]1.[CH3:7][O:8][C:9]1[CH:10]=[C:11]([CH:14]=[CH:15][CH:16]=1)[CH:12]=O.II.[BH4-].[Na+]. (2) Given the product [CH2:4]([N:11]1[C:20]([CH2:21][CH2:22][CH2:23][CH2:24][C:25]([OH:27])=[O:26])=[CH:19][C:18]2[C:13](=[CH:14][CH:15]=[C:16]([C:29](=[O:40])[NH:30][C@@H:31]([C:33]3[CH:34]=[CH:35][C:36]([F:39])=[CH:37][CH:38]=3)[CH3:32])[CH:17]=2)[C:12]1=[O:41])[C:5]1[CH:10]=[CH:9][CH:8]=[CH:7][CH:6]=1, predict the reactants needed to synthesize it. The reactants are: O.[OH-].[Li+].[CH2:4]([N:11]1[C:20]([CH2:21][CH2:22][CH2:23][CH2:24][C:25]([O:27]C)=[O:26])=[CH:19][C:18]2[C:13](=[CH:14][CH:15]=[C:16]([C:29](=[O:40])[NH:30][C@@H:31]([C:33]3[CH:38]=[CH:37][C:36]([F:39])=[CH:35][CH:34]=3)[CH3:32])[CH:17]=2)[C:12]1=[O:41])[C:5]1[CH:10]=[CH:9][CH:8]=[CH:7][CH:6]=1.Cl. (3) Given the product [F:1][C:2]([F:11])([F:12])[O:3][C:4]1[CH:5]=[C:6]2[C:7]([C:16](=[O:17])[CH2:15][CH2:14][O:10]2)=[CH:8][CH:9]=1, predict the reactants needed to synthesize it. The reactants are: [F:1][C:2]([F:12])([F:11])[O:3][C:4]1[CH:5]=[C:6]([OH:10])[CH:7]=[CH:8][CH:9]=1.Cl[CH2:14][CH2:15][C:16](Cl)=[O:17].OS(C(F)(F)F)(=O)=O. (4) Given the product [F:42][C:27]1([F:26])[O:31][C:30]2[CH:32]=[CH:33][C:34]([C:36]3([C:39]([NH:3][C@@H:4]4[CH2:9][C@@H:8]([C:10]5[CH:11]=[CH:12][CH:13]=[CH:14][CH:15]=5)[O:7][C@@H:6]([C:16]5[CH:17]=[CH:18][C:19]([C:20]([O:22][CH3:23])=[O:21])=[CH:24][CH:25]=5)[CH2:5]4)=[O:40])[CH2:37][CH2:38]3)=[CH:35][C:29]=2[O:28]1, predict the reactants needed to synthesize it. The reactants are: CO[N:3]=[C:4]1[CH2:9][C@@H:8]([C:10]2[CH:15]=[CH:14][CH:13]=[CH:12][CH:11]=2)[O:7][C@@H:6]([C:16]2[CH:25]=[CH:24][C:19]([C:20]([O:22][CH3:23])=[O:21])=[CH:18][CH:17]=2)[CH2:5]1.[F:26][C:27]1([F:42])[O:31][C:30]2[CH:32]=[CH:33][C:34]([C:36]3([C:39](O)=[O:40])[CH2:38][CH2:37]3)=[CH:35][C:29]=2[O:28]1.F[P-](F)(F)(F)(F)F.CN(C(N(C)C)=[N+]1C2C(=NC=CC=2)[N+]([O-])=N1)C.N[C@@H]1C[C@@H](C2C=CC=CC=2)O[C@@H](C2C=CC(C(OC)=O)=CC=2)C1.C(N(C(C)C)C(C)C)C. (5) Given the product [Br:1][C:2]1[CH:3]=[CH:4][C:5]([Cl:13])=[C:6]([CH2:7][OH:8])[CH:10]=1, predict the reactants needed to synthesize it. The reactants are: [Br:1][C:2]1[CH:3]=[C:4](Cl)[CH:5]=[C:6]([CH:10]=1)[C:7](O)=[O:8].O.[ClH:13]. (6) Given the product [C:26]([OH:28])(=[O:27])[C:25]1[CH:31]=[CH:32][CH:33]=[CH:23][CH:24]=1, predict the reactants needed to synthesize it. The reactants are: [OH-].[K+].CC1C=C(C(N2CCN([C:23]3[CH:24]=[C:25]([CH:31]=[CH:32][CH:33]=3)[C:26]([O:28]CC)=[O:27])CC2)=O)N(C2C=CC=CC=2)N=1. (7) Given the product [NH2:26][C:25]([N:6]([CH2:5][C:4]1[CH:20]=[CH:21][CH:22]=[CH:23][C:3]=1[O:2][CH3:1])[C:7]1[CH:12]=[CH:11][CH:10]=[CH:9][C:8]=1[O:13][C:14]1[CH:15]=[CH:16][CH:17]=[CH:18][CH:19]=1)=[O:24], predict the reactants needed to synthesize it. The reactants are: [CH3:1][O:2][C:3]1[CH:23]=[CH:22][CH:21]=[CH:20][C:4]=1[CH2:5][NH:6][C:7]1[CH:12]=[CH:11][CH:10]=[CH:9][C:8]=1[O:13][C:14]1[CH:19]=[CH:18][CH:17]=[CH:16][CH:15]=1.[O-:24][C:25]#[N:26].[K+].O. (8) Given the product [OH:32][C@@H:29]1[CH2:30][CH2:31][N:27]([CH2:26][CH2:22][C:21]2[NH:10][C:11](=[O:20])[C:12]3[C:13]([CH:19]=2)=[C:14]([CH3:18])[CH:15]=[CH:16][CH:17]=3)[CH2:28]1, predict the reactants needed to synthesize it. The reactants are: C(NC(C)C)(C)C.C([N:10]([CH2:21][CH3:22])[C:11](=[O:20])[C:12]1[CH:17]=[CH:16][CH:15]=[C:14]([CH3:18])[C:13]=1[CH3:19])C.C(C[CH2:26][N:27]1[CH2:31][CH2:30][C@@H:29]([OH:32])[CH2:28]1)#N.O.